This data is from Full USPTO retrosynthesis dataset with 1.9M reactions from patents (1976-2016). The task is: Predict the reactants needed to synthesize the given product. (1) Given the product [CH2:14]([C:2]1[CH:3]=[CH:4][C:5]([C:8]2[CH:13]=[CH:12][CH:11]=[CH:10][CH:9]=2)=[N:6][CH:7]=1)[CH3:15], predict the reactants needed to synthesize it. The reactants are: Cl[C:2]1[CH:3]=[CH:4][C:5]([C:8]2[CH:13]=[CH:12][CH:11]=[CH:10][CH:9]=2)=[N:6][CH:7]=1.[CH2:14]([Mg]Br)[CH3:15]. (2) The reactants are: N#N.[CH:3]([C:5]([CH3:7])=[O:6])=[CH2:4].[N+:8]([CH3:11])([O-:10])=[O:9]. Given the product [N+:8]([CH2:11][CH2:4][CH2:3][C:5](=[O:6])[CH3:7])([O-:10])=[O:9], predict the reactants needed to synthesize it. (3) The reactants are: [CH3:1][C:2]1([CH3:9])[O:6][C@@H:5]([CH:7]=O)[CH2:4][O:3]1.S([O-])([O-])(=O)=O.[Na+].[Na+].[CH2:17]([NH:24][OH:25])[C:18]1[CH:23]=[CH:22][CH:21]=[CH:20][CH:19]=1. Given the product [CH3:9][C:2]1([CH3:1])[O:6][C@@H:5](/[CH:7]=[N+:24](\[O-:25])/[CH2:17][C:18]2[CH:23]=[CH:22][CH:21]=[CH:20][CH:19]=2)[CH2:4][O:3]1, predict the reactants needed to synthesize it. (4) Given the product [CH:29]([N:24]1[CH2:25][CH2:26][CH2:27][C@@H:22]([O:21][C:12]2[C:11]([CH:8]3[CH2:9][CH2:10]3)=[CH:19][C:15]([C:16]([OH:18])=[O:17])=[C:14]([F:20])[CH:13]=2)[CH2:23]1)([C:30]1[CH:35]=[CH:34][CH:33]=[CH:32][CH:31]=1)[C:36]1[CH:41]=[CH:40][CH:39]=[CH:38][CH:37]=1, predict the reactants needed to synthesize it. The reactants are: FC(F)(F)C(O)=O.[CH:8]1([C:11]2[C:12]([O:21][C@@H:22]3[CH2:27][CH2:26][CH2:25][NH:24][CH2:23]3)=[CH:13][C:14]([F:20])=[C:15]([CH:19]=2)[C:16]([OH:18])=[O:17])[CH2:10][CH2:9]1.Br[CH:29]([C:36]1[CH:41]=[CH:40][CH:39]=[CH:38][CH:37]=1)[C:30]1[CH:35]=[CH:34][CH:33]=[CH:32][CH:31]=1.C(=O)([O-])[O-].[K+].[K+].[I-].[Na+].Cl.